Dataset: Reaction yield outcomes from USPTO patents with 853,638 reactions. Task: Predict the reaction yield, written as a fraction of the theoretical maximum amount of product (1.0 means a 100% yield; for example, 0.34 means a 34% yield). (1) The reactants are C([O-])(=O)C.[K+].CC1(C)OCB([B:13]2[O:18][CH2:17][C:16]([CH3:20])([CH3:19])[CH2:15][O:14]2)CO1.Br[C:23]1[CH:42]=[CH:41][C:26]([N:27]([CH:35]2[CH2:40][CH2:39][CH2:38][CH2:37][CH2:36]2)[CH2:28][CH2:29][CH2:30][C:31]([F:34])([F:33])[F:32])=[C:25]([N+:43]([O-:45])=[O:44])[CH:24]=1. The catalyst is C1C=CC(P(C2C=CC=CC=2)[C-]2C=CC=C2)=CC=1.C1C=CC(P(C2C=CC=CC=2)[C-]2C=CC=C2)=CC=1.Cl[Pd]Cl.[Fe+2]. The product is [CH:35]1([N:27]([CH2:28][CH2:29][CH2:30][C:31]([F:32])([F:33])[F:34])[C:26]2[CH:41]=[CH:42][C:23]([B:13]3[O:14][CH2:15][C:16]([CH3:19])([CH3:20])[CH2:17][O:18]3)=[CH:24][C:25]=2[N+:43]([O-:45])=[O:44])[CH2:36][CH2:37][CH2:38][CH2:39][CH2:40]1. The yield is 0.750. (2) The reactants are [Cl:1][C:2]1[CH:7]=[CH:6][CH:5]=[CH:4][C:3]=1[CH:8]([OH:15])[CH2:9][CH2:10][C:11]([F:14])([F:13])[F:12].[Li]CCCC.[Br:21][C:22]1[CH:27]=[CH:26][C:25](F)=[C:24]([N+:29]([O-:31])=[O:30])[CH:23]=1. The catalyst is C1COCC1.C(Cl)Cl. The product is [Br:21][C:22]1[CH:27]=[CH:26][C:25]([O:15][CH:8]([C:3]2[CH:4]=[CH:5][CH:6]=[CH:7][C:2]=2[Cl:1])[CH2:9][CH2:10][C:11]([F:13])([F:14])[F:12])=[C:24]([N+:29]([O-:31])=[O:30])[CH:23]=1. The yield is 0.950.